From a dataset of Forward reaction prediction with 1.9M reactions from USPTO patents (1976-2016). Predict the product of the given reaction. (1) Given the reactants C[O:2][C:3](=[O:15])[C:4]1[CH:9]=[CH:8][C:7]([C:10]([F:13])([F:12])[F:11])=[CH:6][C:5]=1I.[Br-].[CH:17]1([Zn+])[CH2:20][CH2:19][CH2:18]1.[OH-].[Na+], predict the reaction product. The product is: [CH:17]1([C:5]2[CH:6]=[C:7]([C:10]([F:13])([F:12])[F:11])[CH:8]=[CH:9][C:4]=2[C:3]([OH:2])=[O:15])[CH2:20][CH2:19][CH2:18]1. (2) Given the reactants C([SiH2][O:6][C:7](C)(C)[C:8]1[CH:13]=[CH:12][N:11]=[C:10]([NH:14][C:15]2[S:16][C:17]([C:20]#[N:21])=[CH:18][N:19]=2)[C:9]=1[CH3:22])(C)(C)C.C1C=CN=CC=1.F.C([O-])([O-])=O.[K+].[K+], predict the reaction product. The product is: [OH:6][CH2:7][C:8]1[CH:13]=[CH:12][N:11]=[C:10]([NH:14][C:15]2[S:16][C:17]([C:20]#[N:21])=[CH:18][N:19]=2)[C:9]=1[CH3:22]. (3) Given the reactants [NH2:1][C:2]1[N:7]=[CH:6][C:5]([C:8]2[CH:17]=[CH:16][C:15]3[N:14]=[CH:13][C:12]4[N:18]([CH3:32])[N:19]=[C:20]([C:21]5[CH:26]=[CH:25][C:24]([C:27]([CH3:31])([CH3:30])[C:28]#[N:29])=[CH:23][CH:22]=5)[C:11]=4[C:10]=3[CH:9]=2)=[CH:4][CH:3]=1.[CH3:33][C:34](OC(C)=O)=[O:35], predict the reaction product. The product is: [C:28]([C:27]([C:24]1[CH:25]=[CH:26][C:21]([C:20]2[C:11]3[C:10]4[CH:9]=[C:8]([C:5]5[CH:4]=[CH:3][C:2]([NH:1][C:34](=[O:35])[CH3:33])=[N:7][CH:6]=5)[CH:17]=[CH:16][C:15]=4[N:14]=[CH:13][C:12]=3[N:18]([CH3:32])[N:19]=2)=[CH:22][CH:23]=1)([CH3:30])[CH3:31])#[N:29].